This data is from Catalyst prediction with 721,799 reactions and 888 catalyst types from USPTO. The task is: Predict which catalyst facilitates the given reaction. (1) Reactant: [NH2:1][C:2]1[C:3]2[NH:10][CH:9]=[C:8]([C@H:11]3[C@H:15]([OH:16])[C@H:14]([OH:17])[C@@H:13]([CH2:18][OH:19])[N:12]3C(OC(C)(C)C)=O)[C:4]=2[N:5]=[CH:6][N:7]=1.C. Product: [NH2:1][C:2]1[C:3]2[NH:10][CH:9]=[C:8]([C@H:11]3[C@H:15]([OH:16])[C@H:14]([OH:17])[C@@H:13]([CH2:18][OH:19])[NH:12]3)[C:4]=2[N:5]=[CH:6][N:7]=1. The catalyst class is: 6. (2) Reactant: [Cl:1][C:2]1[CH:3]=[C:4]([CH:21]=[CH:22][C:23]=1[NH:24][C:25]([NH:27][CH:28]1[CH2:30][CH2:29]1)=[O:26])[O:5][C:6]1[C:15]2[C:10](=[CH:11][C:12]([O:19][CH3:20])=[C:13]([C:16]([OH:18])=O)[CH:14]=2)[N:9]=[CH:8][CH:7]=1.Cl.C(N=C=N[CH2:37][CH2:38][CH2:39][N:40](C)C)C.C(N(CC)CC)C.C1(N)CC1. Product: [CH:39]1([NH:40][C:16]([C:13]2[CH:14]=[C:15]3[C:10](=[CH:11][C:12]=2[O:19][CH3:20])[N:9]=[CH:8][CH:7]=[C:6]3[O:5][C:4]2[CH:21]=[CH:22][C:23]([NH:24][C:25]([NH:27][CH:28]3[CH2:29][CH2:30]3)=[O:26])=[C:2]([Cl:1])[CH:3]=2)=[O:18])[CH2:37][CH2:38]1. The catalyst class is: 255.